From a dataset of Forward reaction prediction with 1.9M reactions from USPTO patents (1976-2016). Predict the product of the given reaction. Given the reactants Cl[C:2]1[C:7]([F:8])=[CH:6][N:5]=[C:4]2[N:9]([S:26]([C:29]3[CH:35]=[CH:34][C:32]([CH3:33])=[CH:31][CH:30]=3)(=[O:28])=[O:27])[C:10]([C:12]3[CH:17]=[CH:16][C:15]([N:18]4[CH2:23][CH2:22][O:21][CH2:20][CH2:19]4)=[C:14]([O:24][CH3:25])[CH:13]=3)=[CH:11][C:3]=12.[O:36]1[CH2:41][CH2:40][CH:39]([O:42][C:43]2[CH:50]=[CH:49][C:48](B3OC(C)(C)C(C)(C)O3)=[CH:47][C:44]=2[C:45]#[N:46])[CH2:38][CH2:37]1.C([O-])([O-])=O.[Na+].[Na+], predict the reaction product. The product is: [F:8][C:7]1[C:2]([C:48]2[CH:49]=[CH:50][C:43]([O:42][CH:39]3[CH2:40][CH2:41][O:36][CH2:37][CH2:38]3)=[C:44]([CH:47]=2)[C:45]#[N:46])=[C:3]2[CH:11]=[C:10]([C:12]3[CH:17]=[CH:16][C:15]([N:18]4[CH2:23][CH2:22][O:21][CH2:20][CH2:19]4)=[C:14]([O:24][CH3:25])[CH:13]=3)[N:9]([S:26]([C:29]3[CH:35]=[CH:34][C:32]([CH3:33])=[CH:31][CH:30]=3)(=[O:28])=[O:27])[C:4]2=[N:5][CH:6]=1.